Dataset: Forward reaction prediction with 1.9M reactions from USPTO patents (1976-2016). Task: Predict the product of the given reaction. The product is: [ClH:1].[NH2:9][CH2:10][C:11]1[CH:19]=[CH:18][C:17]([F:20])=[CH:16][C:12]=1[C:13]([O:15][CH2:21][CH3:22])=[O:14]. Given the reactants [ClH:1].C(OC([NH:9][CH2:10][C:11]1[CH:19]=[CH:18][C:17]([F:20])=[CH:16][C:12]=1[C:13]([O-:15])=[O:14])=O)(C)(C)C.[CH2:21]1COC[CH2:22]1, predict the reaction product.